Dataset: Reaction yield outcomes from USPTO patents with 853,638 reactions. Task: Predict the reaction yield, written as a fraction of the theoretical maximum amount of product (1.0 means a 100% yield; for example, 0.34 means a 34% yield). (1) The reactants are C([O:8][C:9](=[O:36])[CH2:10][C@@H:11]([NH:16][C:17](=[O:35])[CH2:18][CH2:19][CH2:20][CH2:21][CH2:22][CH2:23][CH2:24][O:25][CH2:26][C:27]1[CH:32]=[CH:31][C:30]([F:33])=[C:29]([F:34])[CH:28]=1)[CH2:12][N:13]([CH3:15])[CH3:14])C1C=CC=CC=1. The catalyst is [Pd]. The product is [F:34][C:29]1[CH:28]=[C:27]([CH:32]=[CH:31][C:30]=1[F:33])[CH2:26][O:25][CH2:24][CH2:23][CH2:22][CH2:21][CH2:20][CH2:19][CH2:18][C:17]([NH:16][C@@H:11]([CH2:12][N:13]([CH3:15])[CH3:14])[CH2:10][C:9]([OH:36])=[O:8])=[O:35]. The yield is 0.890. (2) The reactants are CC([O-])(C)C.[Na+].[C:7]1([CH3:13])[CH:12]=[CH:11][CH:10]=[CH:9][CH:8]=1.ClC1C=CC(C)=CC=1.[CH2:22]([NH2:29])[C:23]1[CH:28]=[CH:27][CH:26]=[CH:25][CH:24]=1. The catalyst is CCOCC.C1C=CC(/C=C/C(/C=C/C2C=CC=CC=2)=O)=CC=1.C1C=CC(/C=C/C(/C=C/C2C=CC=CC=2)=O)=CC=1.C1C=CC(/C=C/C(/C=C/C2C=CC=CC=2)=O)=CC=1.[Pd].[Pd]. The product is [CH2:22]([NH:29][C:10]1[CH:11]=[CH:12][C:7]([CH3:13])=[CH:8][CH:9]=1)[C:23]1[CH:28]=[CH:27][CH:26]=[CH:25][CH:24]=1. The yield is 0.890. (3) The reactants are [Br:1][C:2]1[N:6]([S:7]([C:10]2[CH:15]=[CH:14][CH:13]=[C:12]([S:16]([CH3:19])(=[O:18])=[O:17])[CH:11]=2)(=[O:9])=[O:8])[CH:5]=[C:4]([CH2:20][OH:21])[CH:3]=1.S(=O)(=O)=O. No catalyst specified. The product is [Br:1][C:2]1[N:6]([S:7]([C:10]2[CH:15]=[CH:14][CH:13]=[C:12]([S:16]([CH3:19])(=[O:18])=[O:17])[CH:11]=2)(=[O:8])=[O:9])[CH:5]=[C:4]([CH:20]=[O:21])[CH:3]=1. The yield is 0.580. (4) The reactants are C[O:2][C:3]([C:5]1[CH:15]=[C:14]([O:16][C:17]2[CH:22]=[C:21]([F:23])[CH:20]=[C:19]([F:24])[CH:18]=2)[C:8]2[CH2:9][C:10]([CH3:13])([CH3:12])[O:11][C:7]=2[CH:6]=1)=[O:4].[OH-].[Na+]. The catalyst is CO. The product is [F:23][C:21]1[CH:22]=[C:17]([CH:18]=[C:19]([F:24])[CH:20]=1)[O:16][C:14]1[C:8]2[CH2:9][C:10]([CH3:12])([CH3:13])[O:11][C:7]=2[CH:6]=[C:5]([C:3]([OH:4])=[O:2])[CH:15]=1. The yield is 0.800. (5) The reactants are Cl[C:2]1[CH:7]=[CH:6][CH:5]=[CH:4][C:3]=1[C:8]1[N:12]([CH2:13][CH:14]([OH:16])[CH3:15])[C:11]2[CH:17]=[CH:18][CH:19]=[C:20]([CH3:21])[C:10]=2[N:9]=1.[H-].[Na+].CN(C=[O:28])C. No catalyst specified. The product is [C:2]1([OH:28])[CH:7]=[CH:6][CH:5]=[CH:4][CH:3]=1.[CH3:15][CH:14]1[CH2:13][N:12]2[C:8](=[N:9][C:10]3[C:20]([CH3:21])=[CH:19][CH:18]=[CH:17][C:11]=32)[C:3]2[CH:4]=[CH:5][CH:6]=[CH:7][C:2]=2[O:16]1. The yield is 0.390. (6) The reactants are [CH3:1][C:2]1[C:14]([CH3:15])=[CH:13][CH:12]=[CH:11][C:3]=1[O:4][C:5]([CH3:10])([CH3:9])[C:6]([OH:8])=O.CN(C=O)C.C(Cl)(=O)C(Cl)=O.[Cl-].[Al+3].[Cl-].[Cl-]. The catalyst is C1COCC1.O. The product is [CH3:9][C:5]1([CH3:10])[C:6](=[O:8])[C:11]2[CH:12]=[CH:13][C:14]([CH3:15])=[C:2]([CH3:1])[C:3]=2[O:4]1. The yield is 0.710.